Dataset: Full USPTO retrosynthesis dataset with 1.9M reactions from patents (1976-2016). Task: Predict the reactants needed to synthesize the given product. (1) The reactants are: [Si]([O:18][CH2:19][CH2:20]/[CH:21]=[CH:22]/[C@@H:23]([NH:28][C:29](=[O:38])[O:30][CH2:31][C:32]1[CH:37]=[CH:36][CH:35]=[CH:34][CH:33]=1)[CH2:24][CH:25]([CH3:27])[CH3:26])(C(C)(C)C)(C1C=CC=CC=1)C1C=CC=CC=1.CCCC[N+](CCCC)(CCCC)CCCC.[F-]. Given the product [OH:18][CH2:19][CH2:20]/[CH:21]=[CH:22]/[C@@H:23]([NH:28][C:29](=[O:38])[O:30][CH2:31][C:32]1[CH:37]=[CH:36][CH:35]=[CH:34][CH:33]=1)[CH2:24][CH:25]([CH3:26])[CH3:27], predict the reactants needed to synthesize it. (2) The reactants are: [Br:1][C:2]1[CH:10]=[C:9]2[C:5]([C:6]3([CH2:16][CH2:15][C:14](OCCCl)([O:17][CH2:18][CH2:19]Cl)[CH2:13][CH2:12]3)[C:7](=[O:11])[NH:8]2)=[CH:4][CH:3]=1.C[Si](Cl)(C)C.[NH:30]1[CH2:35][CH2:34][O:33][CH2:32][CH2:31]1.[I-].[Na+]. Given the product [Br:1][C:2]1[CH:10]=[C:9]2[C:5]([C:6]3([CH2:12][CH2:13][CH:14]([O:17][CH2:18][CH2:19][N:30]4[CH2:35][CH2:34][O:33][CH2:32][CH2:31]4)[CH2:15][CH2:16]3)[C:7](=[O:11])[NH:8]2)=[CH:4][CH:3]=1, predict the reactants needed to synthesize it. (3) Given the product [F:1][C:2]1[CH:10]=[CH:9][C:8]([I:11])=[CH:7][C:3]=1[C:4]([N:17]1[CH2:18][CH2:19][CH:14]([O:13][CH3:12])[CH2:15][CH2:16]1)=[O:6], predict the reactants needed to synthesize it. The reactants are: [F:1][C:2]1[CH:10]=[CH:9][C:8]([I:11])=[CH:7][C:3]=1[C:4]([OH:6])=O.[CH3:12][O:13][CH:14]1[CH2:19][CH2:18][NH:17][CH2:16][CH2:15]1.C(N(CC)CC)C.O.